This data is from Reaction yield outcomes from USPTO patents with 853,638 reactions. The task is: Predict the reaction yield, written as a fraction of the theoretical maximum amount of product (1.0 means a 100% yield; for example, 0.34 means a 34% yield). (1) The reactants are I[C:2]1[N:6]2[CH:7]=[C:8]([C:13]3[CH:18]=[CH:17][C:16]([C:19]([F:22])([F:21])[F:20])=[CH:15][CH:14]=3)[CH:9]=[C:10]([C:11]#[N:12])[C:5]2=[N:4][CH:3]=1.[CH3:23][Si:24]([C:27]#[CH:28])([CH3:26])[CH3:25]. No catalyst specified. The product is [F:20][C:19]([F:22])([F:21])[C:16]1[CH:17]=[CH:18][C:13]([C:8]2[CH:9]=[C:10]([C:11]#[N:12])[C:5]3[N:6]([C:2]([C:28]#[C:27][Si:24]([CH3:26])([CH3:25])[CH3:23])=[CH:3][N:4]=3)[CH:7]=2)=[CH:14][CH:15]=1. The yield is 0.820. (2) The reactants are Br[C:2]1[CH:7]=[CH:6][CH:5]=[CH:4][C:3]=1[CH2:8][N:9]1[C:14](=[O:15])[C:13]([C:16]([NH:18][CH2:19][C:20]([OH:22])=[O:21])=[O:17])=[C:12]([OH:23])[C:11]([CH:24]([CH3:26])[CH3:25])=[N:10]1.[N+:27]([C:30]1[CH:35]=[CH:34][C:33](B(O)O)=[CH:32][CH:31]=1)([O-:29])=[O:28].C(=O)([O-])[O-].[K+].[K+].Cl. The catalyst is O1CCOCC1.O.CO.C1C=CC([P]([Pd]([P](C2C=CC=CC=2)(C2C=CC=CC=2)C2C=CC=CC=2)([P](C2C=CC=CC=2)(C2C=CC=CC=2)C2C=CC=CC=2)[P](C2C=CC=CC=2)(C2C=CC=CC=2)C2C=CC=CC=2)(C2C=CC=CC=2)C2C=CC=CC=2)=CC=1. The product is [OH:23][C:12]1[C:11]([CH:24]([CH3:26])[CH3:25])=[N:10][N:9]([CH2:8][C:3]2[CH:4]=[CH:5][CH:6]=[CH:7][C:2]=2[C:33]2[CH:34]=[CH:35][C:30]([N+:27]([O-:29])=[O:28])=[CH:31][CH:32]=2)[C:14](=[O:15])[C:13]=1[C:16]([NH:18][CH2:19][C:20]([OH:22])=[O:21])=[O:17]. The yield is 0.492. (3) The reactants are Br[CH2:2][C:3](=O)[CH:4]([CH3:6])[CH3:5].C(OC(C1O[S:15]C=CC=1)=O)C.[NH3:19].[CH3:20][CH2:21][O:22][C:23]([CH3:25])=[O:24]. The catalyst is C(O)C.O. The product is [CH:4]([C:3]1[N:19]=[C:25]([C:23]([O:22][CH2:21][CH3:20])=[O:24])[S:15][CH:2]=1)([CH3:6])[CH3:5]. The yield is 1.00. (4) The reactants are [C-:1]#[N:2].[Na+].[OH-].[NH4+:5].[Cl-].[NH4+].[C:8]1(=O)[CH2:13][CH2:12][CH2:11][CH2:10][CH2:9]1. The catalyst is O. The product is [NH2:5][C:8]1([C:1]#[N:2])[CH2:13][CH2:12][CH2:11][CH2:10][CH2:9]1. The yield is 0.830. (5) The reactants are [CH3:1][O:2][C:3]1[CH:4]=[C:5]([CH2:18][NH2:19])[CH:6]=[CH:7][C:8]=1[O:9][CH2:10][C:11]1[CH:12]=[N:13][C:14]([CH3:17])=[CH:15][CH:16]=1.Cl[C:21]1[C:26]([N+:27]([O-:29])=[O:28])=[CH:25][C:24]([I:30])=[CH:23][N:22]=1.C(N(CC)C(C)C)(C)C. The catalyst is C(#N)C.O. The product is [I:30][C:24]1[CH:25]=[C:26]([N+:27]([O-:29])=[O:28])[C:21]([NH:19][CH2:18][C:5]2[CH:6]=[CH:7][C:8]([O:9][CH2:10][C:11]3[CH:12]=[N:13][C:14]([CH3:17])=[CH:15][CH:16]=3)=[C:3]([O:2][CH3:1])[CH:4]=2)=[N:22][CH:23]=1. The yield is 0.950. (6) The reactants are [CH2:1]([O:3][C:4]([C:6]1[CH:10]=[C:9]([C:11]2[CH:16]=[CH:15][N:14]=[C:13]([NH2:17])[N:12]=2)[NH:8][CH:7]=1)=[O:5])[CH3:2].[H-].[Na+].[CH3:20]I. The catalyst is O1CCCC1.CS(C)=O. The product is [CH2:1]([O:3][C:4]([C:6]1[CH:10]=[C:9]([C:11]2[CH:16]=[CH:15][N:14]=[C:13]([NH2:17])[N:12]=2)[N:8]([CH3:20])[CH:7]=1)=[O:5])[CH3:2]. The yield is 0.820. (7) The reactants are [Cl:1][C:2]1[CH:8]=[CH:7][C:5]([NH2:6])=[C:4]([I:9])[CH:3]=1.[C:10]1(=O)[CH2:15][CH2:14][CH2:13][C:12](=[O:16])[CH2:11]1.O.C1(C)C=CC(S(O)(=O)=O)=CC=1.CCOC(C)=O. The catalyst is C1(C)C=CC=CC=1. The product is [Cl:1][C:2]1[CH:8]=[CH:7][C:5]([NH:6][C:10]2[CH2:15][CH2:14][CH2:13][C:12](=[O:16])[CH:11]=2)=[C:4]([I:9])[CH:3]=1. The yield is 0.800. (8) The reactants are [I:1][C:2]1[CH:3]=[N:4][NH:5][CH:6]=1.Br[CH2:8][C:9]([N:11]([CH3:13])[CH3:12])=[O:10].C(=O)([O-])[O-].[K+].[K+]. The catalyst is CN(C=O)C. The product is [I:1][C:2]1[CH:3]=[N:4][N:5]([CH2:8][C:9]([N:11]([CH3:13])[CH3:12])=[O:10])[CH:6]=1. The yield is 0.800. (9) The reactants are [NH2:1][C:2]1[S:3][CH:4]=[C:5]([C:7]2[C:8](=[O:18])[O:9][C:10]3[C:15]([CH:16]=2)=[CH:14][CH:13]=[CH:12][C:11]=3[Cl:17])[N:6]=1.Cl.Br[C:21]1[CH:26]=[CH:25][N:24]=[CH:23][C:22]=1[O:27][CH3:28].C([O-])([O-])=O.[Cs+].[Cs+]. The catalyst is C1C=CC(/C=C/C(/C=C/C2C=CC=CC=2)=O)=CC=1.C1C=CC(/C=C/C(/C=C/C2C=CC=CC=2)=O)=CC=1.C1C=CC(/C=C/C(/C=C/C2C=CC=CC=2)=O)=CC=1.[Pd].[Pd].O1CCOCC1. The product is [Cl:17][C:11]1[CH:12]=[CH:13][CH:14]=[C:15]2[C:10]=1[O:9][C:8](=[O:18])[C:7]([C:5]1[N:6]=[C:2]([NH:1][C:21]3[CH:26]=[CH:25][N:24]=[CH:23][C:22]=3[O:27][CH3:28])[S:3][CH:4]=1)=[CH:16]2. The yield is 0.330. (10) The reactants are [Br:1][C:2]1[CH:7]=[C:6]([N+:8]([O-:10])=[O:9])[CH:5]=[CH:4][C:3]=1[O:11]C. The catalyst is CN(C=O)C.CCOC(C)=O.Cl. The product is [Br:1][C:2]1[CH:7]=[C:6]([N+:8]([O-:10])=[O:9])[CH:5]=[CH:4][C:3]=1[OH:11]. The yield is 0.520.